From a dataset of hERG potassium channel inhibition data for cardiac toxicity prediction from Karim et al.. Regression/Classification. Given a drug SMILES string, predict its toxicity properties. Task type varies by dataset: regression for continuous values (e.g., LD50, hERG inhibition percentage) or binary classification for toxic/non-toxic outcomes (e.g., AMES mutagenicity, cardiotoxicity, hepatotoxicity). Dataset: herg_karim. (1) The drug is CC(C)NC(=O)c1cn(-c2ccccc2)c2ncccc2c1=O. The result is 0 (non-blocker). (2) The compound is Fc1ccc(C2(COCc3cc(C(F)(F)F)cc(Cl)n3)CCNCC2)cc1. The result is 0 (non-blocker). (3) The drug is Cc1cc(C#N)ccc1-c1ccnc(NCc2[nH]nc(-c3ccccc3)c2Cl)c1. The result is 0 (non-blocker). (4) The drug is N[C@H]1C[C@@H](N2Cc3cn[nH]c3C2)CO[C@@H]1c1cc(F)ccc1F. The result is 0 (non-blocker). (5) The molecule is CCOc1cc(CCN2CCC(Nc3nc4cc(S(N)(=O)=O)ccc4o3)CC2)ccc1OC. The result is 1 (blocker). (6) The molecule is C[C@@H](O)c1nc2cnc3[nH]ccc3c2n1[C@H]1CCCOC1. The result is 0 (non-blocker). (7) The molecule is COc1ccc(CCN2C(=O)N(NS(=O)(=O)CF)CC2c2ccc(OC)cc2)cc1. The result is 0 (non-blocker).